From a dataset of Full USPTO retrosynthesis dataset with 1.9M reactions from patents (1976-2016). Predict the reactants needed to synthesize the given product. Given the product [NH2:1][CH2:4][C@@H:5]1[CH2:9][CH2:8][CH2:7][N:6]1[C:10]([C:12]1[CH:13]=[CH:14][C:15]([Br:18])=[CH:16][CH:17]=1)=[O:11], predict the reactants needed to synthesize it. The reactants are: [N:1]([CH2:4][C@@H:5]1[CH2:9][CH2:8][CH2:7][N:6]1[C:10]([C:12]1[CH:17]=[CH:16][C:15]([Br:18])=[CH:14][CH:13]=1)=[O:11])=[N+]=[N-].C1(P(C2C=CC=CC=2)C2C=CC=CC=2)C=CC=CC=1.